This data is from NCI-60 drug combinations with 297,098 pairs across 59 cell lines. The task is: Regression. Given two drug SMILES strings and cell line genomic features, predict the synergy score measuring deviation from expected non-interaction effect. (1) Drug 1: CC(CN1CC(=O)NC(=O)C1)N2CC(=O)NC(=O)C2. Drug 2: C1=NNC2=C1C(=O)NC=N2. Cell line: HCC-2998. Synergy scores: CSS=16.1, Synergy_ZIP=-3.03, Synergy_Bliss=3.23, Synergy_Loewe=2.22, Synergy_HSA=1.35. (2) Drug 1: CC(C1=C(C=CC(=C1Cl)F)Cl)OC2=C(N=CC(=C2)C3=CN(N=C3)C4CCNCC4)N. Drug 2: CC1=C(N=C(N=C1N)C(CC(=O)N)NCC(C(=O)N)N)C(=O)NC(C(C2=CN=CN2)OC3C(C(C(C(O3)CO)O)O)OC4C(C(C(C(O4)CO)O)OC(=O)N)O)C(=O)NC(C)C(C(C)C(=O)NC(C(C)O)C(=O)NCCC5=NC(=CS5)C6=NC(=CS6)C(=O)NCCC[S+](C)C)O. Cell line: MCF7. Synergy scores: CSS=9.02, Synergy_ZIP=-1.92, Synergy_Bliss=2.68, Synergy_Loewe=-0.278, Synergy_HSA=2.12.